This data is from Forward reaction prediction with 1.9M reactions from USPTO patents (1976-2016). The task is: Predict the product of the given reaction. (1) Given the reactants [F:1][C:2]1[CH:10]=[C:9]2[C:5]([C:6]([C:11]3[CH:12]=[CH:13][C:14]([NH:17][CH2:18][CH2:19][NH2:20])=[N:15][CH:16]=3)=[CH:7][NH:8]2)=[CH:4][CH:3]=1.C1C[O:24][CH2:23]C1, predict the reaction product. The product is: [F:1][C:2]1[CH:10]=[C:9]2[C:5]([C:6]([C:11]3[CH:12]=[CH:13][C:14]([N:17]4[CH2:18][CH2:19][NH:20][C:23]4=[O:24])=[N:15][CH:16]=3)=[CH:7][NH:8]2)=[CH:4][CH:3]=1. (2) Given the reactants [CH3:1][N:2]1[C:6]([C:7]2[CH:12]=[CH:11][C:10]([C:13](=[O:16])[CH2:14][CH3:15])=[CH:9][CH:8]=2)=[CH:5][CH:4]=[C:3]1[C:17]#[N:18].[BH4-].[Na+], predict the reaction product. The product is: [OH:16][CH:13]([C:10]1[CH:9]=[CH:8][C:7]([C:6]2[N:2]([CH3:1])[C:3]([C:17]#[N:18])=[CH:4][CH:5]=2)=[CH:12][CH:11]=1)[CH2:14][CH3:15]. (3) Given the reactants [Cl:1][C:2]1[CH:3]=[C:4]([N:12]([C@H:15]2[CH2:20][CH2:19][C@H:18]([N:21]([CH3:23])[CH3:22])[CH2:17][CH2:16]2)[CH2:13][CH3:14])[C:5]([CH3:11])=[C:6]([CH:10]=1)[C:7](O)=[O:8].CN(C(ON1N=NC2C=CC=CC1=2)=[N+](C)C)C.[B-](F)(F)(F)F.CCN(C(C)C)C(C)C.[CH3:55][O:56][C:57]1[C:61]([CH2:62][NH2:63])=[C:60]([N:64]2[CH2:68][CH2:67][CH2:66][CH2:65]2)[N:59]([CH3:69])[N:58]=1, predict the reaction product. The product is: [Cl:1][C:2]1[CH:3]=[C:4]([N:12]([C@H:15]2[CH2:20][CH2:19][C@H:18]([N:21]([CH3:22])[CH3:23])[CH2:17][CH2:16]2)[CH2:13][CH3:14])[C:5]([CH3:11])=[C:6]([CH:10]=1)[C:7]([NH:63][CH2:62][C:61]1[C:57]([O:56][CH3:55])=[N:58][N:59]([CH3:69])[C:60]=1[N:64]1[CH2:65][CH2:66][CH2:67][CH2:68]1)=[O:8]. (4) The product is: [CH:1]1([C:4]2[C:5]3[CH:17]=[C:16]([C:18]([N:35]4[CH2:36][CH2:37][C:32]5([CH2:31][C:30](=[O:42])[C:29]6[C:39](=[CH:40][CH:41]=[C:27]([C:26]7[NH:25][N:24]=[N:23][N:22]=7)[CH:28]=6)[O:38]5)[CH2:33][CH2:34]4)=[O:19])[S:15][C:6]=3[N:7]([C:9]3[CH:14]=[CH:13][CH:12]=[CH:11][N:10]=3)[N:8]=2)[CH2:2][CH2:3]1. Given the reactants [CH:1]1([C:4]2[C:5]3[CH:17]=[C:16]([C:18](O)=[O:19])[S:15][C:6]=3[N:7]([C:9]3[CH:14]=[CH:13][CH:12]=[CH:11][N:10]=3)[N:8]=2)[CH2:3][CH2:2]1.Cl.[NH:22]1[C:26]([C:27]2[CH:28]=[C:29]3[C:39](=[CH:40][CH:41]=2)[O:38][C:32]2([CH2:37][CH2:36][NH:35][CH2:34][CH2:33]2)[CH2:31][C:30]3=[O:42])=[N:25][N:24]=[N:23]1.CCN=C=NCCCN(C)C.C1C=CC2N(O)N=NC=2C=1.Cl, predict the reaction product.